Dataset: Forward reaction prediction with 1.9M reactions from USPTO patents (1976-2016). Task: Predict the product of the given reaction. (1) The product is: [F:29][C:21]1[CH:22]=[C:23]([N+:26]([O-:28])=[O:27])[CH:24]=[CH:25][C:20]=1[O:19][C:13]1[C:12]2[C:17](=[CH:18][C:9]([OH:8])=[C:10]([O:30][CH3:31])[CH:11]=2)[N:16]=[CH:15][CH:14]=1. Given the reactants C([O:8][C:9]1[CH:18]=[C:17]2[C:12]([C:13]([O:19][C:20]3[CH:25]=[CH:24][C:23]([N+:26]([O-:28])=[O:27])=[CH:22][C:21]=3[F:29])=[CH:14][CH:15]=[N:16]2)=[CH:11][C:10]=1[O:30][CH3:31])C1C=CC=CC=1, predict the reaction product. (2) Given the reactants [C:1]([O:5][C:6]([N:8]1[C:16]2[C:11](=[CH:12][C:13]([CH3:20])=[C:14]([N+:17]([O-:19])=[O:18])[CH:15]=2)[C:10](I)=[N:9]1)=[O:7])([CH3:4])([CH3:3])[CH3:2].[C:22]1(B(O)O)[CH:27]=[CH:26][CH:25]=[CH:24][CH:23]=1.O.ClCCl, predict the reaction product. The product is: [C:1]([O:5][C:6]([N:8]1[C:16]2[C:11](=[CH:12][C:13]([CH3:20])=[C:14]([N+:17]([O-:19])=[O:18])[CH:15]=2)[C:10]([C:22]2[CH:27]=[CH:26][CH:25]=[CH:24][CH:23]=2)=[N:9]1)=[O:7])([CH3:4])([CH3:3])[CH3:2]. (3) Given the reactants [O:1]1[C:9]2[C:4](=[CH:5][CH:6]=[CH:7][CH:8]=2)[CH2:3][C:2]1=[O:10].Cl.[CH3:12][OH:13], predict the reaction product. The product is: [OH:13][C:12]1[CH:8]=[CH:7][CH:6]=[CH:5][C:4]=1[CH2:3][C:2]([O:1][CH3:9])=[O:10]. (4) Given the reactants [CH3:1][O:2][C:3]1[CH:8]=[CH:7][CH:6]=[CH:5][C:4]=1[CH:9]1[CH2:11][O:10]1.[OH:12][C:13]1[CH:20]=[CH:19][C:16]([CH:17]=[O:18])=[CH:15][CH:14]=1.[OH-].[Na+], predict the reaction product. The product is: [OH:10][CH:9]([C:4]1[CH:5]=[CH:6][CH:7]=[CH:8][C:3]=1[O:2][CH3:1])[CH2:11][O:12][C:13]1[CH:20]=[CH:19][C:16]([CH:17]=[O:18])=[CH:15][CH:14]=1. (5) Given the reactants [CH3:1][N:2]1[CH:6]=[C:5]([C:7]2[CH:12]=[C:11]([O:13][C:14]3[N:15]=[CH:16][C:17]([NH:20]C(=O)C)=[N:18][CH:19]=3)[CH:10]=[CH:9][N:8]=2)[CH:4]=[N:3]1.Cl, predict the reaction product. The product is: [CH3:1][N:2]1[CH:6]=[C:5]([C:7]2[CH:12]=[C:11]([O:13][C:14]3[N:15]=[CH:16][C:17]([NH2:20])=[N:18][CH:19]=3)[CH:10]=[CH:9][N:8]=2)[CH:4]=[N:3]1. (6) Given the reactants [OH-:1].[K+].[CH3:3][O:4][C:5]1[CH:12]=[C:11]([C:13]2[C:14]([C:19]3[CH:24]=[CH:23][CH:22]=[CH:21][CH:20]=3)=[N:15][O:16][C:17]=2[CH3:18])[CH:10]=[CH:9][C:6]=1[C:7]#[N:8], predict the reaction product. The product is: [CH3:3][O:4][C:5]1[CH:12]=[C:11]([C:13]2[C:14]([C:19]3[CH:24]=[CH:23][CH:22]=[CH:21][CH:20]=3)=[N:15][O:16][C:17]=2[CH3:18])[CH:10]=[CH:9][C:6]=1[C:7]([NH2:8])=[O:1]. (7) Given the reactants [CH2:1]([N:8]([CH2:16][C@H:17]([N:19]1C(=O)C2C(=CC=CC=2)C1=O)[CH3:18])[C:9](=[O:15])[O:10][C:11]([CH3:14])([CH3:13])[CH3:12])[C:2]1[CH:7]=[CH:6][CH:5]=[CH:4][CH:3]=1.O.NN, predict the reaction product. The product is: [NH2:19][C@H:17]([CH3:18])[CH2:16][N:8]([CH2:1][C:2]1[CH:3]=[CH:4][CH:5]=[CH:6][CH:7]=1)[C:9](=[O:15])[O:10][C:11]([CH3:14])([CH3:13])[CH3:12]. (8) Given the reactants F[C:2]1[CH:24]=[CH:23][CH:22]=[CH:21][C:3]=1[CH2:4][C:5]1[C:18](=[O:19])[N:17]([CH3:20])[C:8]2[N:9]=[C:10](S(C)(=O)=O)[N:11]=[CH:12][C:7]=2[CH:6]=1.[NH2:25][C:26]1([CH2:31][OH:32])[CH2:30][CH2:29][CH2:28][CH2:27]1, predict the reaction product. The product is: [CH2:4]([C:5]1[C:18](=[O:19])[N:17]([CH3:20])[C:8]2[N:9]=[C:10]([NH:25][C:26]3([CH2:31][OH:32])[CH2:30][CH2:29][CH2:28][CH2:27]3)[N:11]=[CH:12][C:7]=2[CH:6]=1)[C:3]1[CH:21]=[CH:22][CH:23]=[CH:24][CH:2]=1. (9) Given the reactants CO[C:3]([C:5]1[CH:6]=[N:7][C:8](Cl)=[C:9](Br)[CH:10]=1)=[O:4].[Cl:13][C:14]1[CH:19]=[CH:18][C:17](B(O)O)=[CH:16][CH:15]=1.[CH3:23][C@@H:24]([OH:27])[CH2:25][CH3:26].[NH2:28][C@@H:29]1[CH2:34][CH2:33][CH2:32][CH2:31][C@H:30]1[OH:35], predict the reaction product. The product is: [C@H:24]([O:27][C:8]1[C:9]([C:17]2[CH:18]=[CH:19][C:14]([Cl:13])=[CH:15][CH:16]=2)=[CH:10][C:5]([C:3]([NH:28][C@@H:29]2[CH2:34][CH2:33][CH2:32][CH2:31][C@H:30]2[OH:35])=[O:4])=[CH:6][N:7]=1)([CH2:25][CH3:26])[CH3:23]. (10) Given the reactants Br[C:2]1[N:7]2[CH:8]=[N:9][N:10]=[C:6]2[C:5]([N:11]2[CH2:16][CH2:15][N:14]([C:17]([O:19][C:20]([CH3:23])([CH3:22])[CH3:21])=[O:18])[CH2:13][CH2:12]2)=[N:4][CH:3]=1.[CH2:24](B(O)O)[CH2:25][CH:26]([CH3:28])[CH3:27].C([O-])([O-])=O.[K+].[K+], predict the reaction product. The product is: [CH2:24]([C:2]1[N:7]2[CH:8]=[N:9][N:10]=[C:6]2[C:5]([N:11]2[CH2:16][CH2:15][N:14]([C:17]([O:19][C:20]([CH3:23])([CH3:22])[CH3:21])=[O:18])[CH2:13][CH2:12]2)=[N:4][CH:3]=1)[CH2:25][CH:26]([CH3:28])[CH3:27].